This data is from NCI-60 drug combinations with 297,098 pairs across 59 cell lines. The task is: Regression. Given two drug SMILES strings and cell line genomic features, predict the synergy score measuring deviation from expected non-interaction effect. (1) Drug 1: C1=NC2=C(N1)C(=S)N=C(N2)N. Drug 2: CC1=CC=C(C=C1)C2=CC(=NN2C3=CC=C(C=C3)S(=O)(=O)N)C(F)(F)F. Cell line: NCI-H322M. Synergy scores: CSS=35.0, Synergy_ZIP=-5.90, Synergy_Bliss=3.19, Synergy_Loewe=-9.19, Synergy_HSA=5.21. (2) Drug 1: CCC1=CC2CC(C3=C(CN(C2)C1)C4=CC=CC=C4N3)(C5=C(C=C6C(=C5)C78CCN9C7C(C=CC9)(C(C(C8N6C)(C(=O)OC)O)OC(=O)C)CC)OC)C(=O)OC.C(C(C(=O)O)O)(C(=O)O)O. Drug 2: C#CCC(CC1=CN=C2C(=N1)C(=NC(=N2)N)N)C3=CC=C(C=C3)C(=O)NC(CCC(=O)O)C(=O)O. Cell line: EKVX. Synergy scores: CSS=24.1, Synergy_ZIP=-1.66, Synergy_Bliss=-1.85, Synergy_Loewe=-0.793, Synergy_HSA=0.0303.